The task is: Regression. Given two drug SMILES strings and cell line genomic features, predict the synergy score measuring deviation from expected non-interaction effect.. This data is from NCI-60 drug combinations with 297,098 pairs across 59 cell lines. (1) Drug 1: CC1=C(C(=CC=C1)Cl)NC(=O)C2=CN=C(S2)NC3=CC(=NC(=N3)C)N4CCN(CC4)CCO. Drug 2: C1=CN(C=N1)CC(O)(P(=O)(O)O)P(=O)(O)O. Cell line: NCI-H226. Synergy scores: CSS=18.5, Synergy_ZIP=-5.69, Synergy_Bliss=-2.28, Synergy_Loewe=-19.6, Synergy_HSA=-1.31. (2) Drug 1: C1=CC(=CC=C1CCC2=CNC3=C2C(=O)NC(=N3)N)C(=O)NC(CCC(=O)O)C(=O)O. Drug 2: C1C(C(OC1N2C=NC3=C(N=C(N=C32)Cl)N)CO)O. Cell line: MOLT-4. Synergy scores: CSS=84.4, Synergy_ZIP=-0.201, Synergy_Bliss=-1.15, Synergy_Loewe=-3.40, Synergy_HSA=0.304. (3) Drug 1: CC(C1=C(C=CC(=C1Cl)F)Cl)OC2=C(N=CC(=C2)C3=CN(N=C3)C4CCNCC4)N. Drug 2: C1=NC(=NC(=O)N1C2C(C(C(O2)CO)O)O)N. Cell line: SK-OV-3. Synergy scores: CSS=-1.28, Synergy_ZIP=-0.778, Synergy_Bliss=-0.515, Synergy_Loewe=-2.88, Synergy_HSA=-1.74.